Dataset: Reaction yield outcomes from USPTO patents with 853,638 reactions. Task: Predict the reaction yield, written as a fraction of the theoretical maximum amount of product (1.0 means a 100% yield; for example, 0.34 means a 34% yield). (1) The reactants are Cl.[CH2:2]([NH:9][NH2:10])[C:3]1[CH:8]=[CH:7][CH:6]=[CH:5][CH:4]=1.[CH:11](=O)[C:12]([CH3:14])=[O:13]. The catalyst is O.C(Cl)Cl. The product is [CH2:2]([NH:9][N:10]=[CH:11][C:12](=[O:13])[CH3:14])[C:3]1[CH:8]=[CH:7][CH:6]=[CH:5][CH:4]=1. The yield is 1.00. (2) The reactants are [I:1][C:2]1[CH:12]=[CH:11][C:10]2[CH:9]3[CH2:13][CH:5]([CH2:6][N:7]([C:14](=[O:19])C(F)(F)F)[CH2:8]3)[C:4]=2[CH:3]=1.[NH4+].[OH-].[C:22]([O:26]C(OC([O:26][C:22]([CH3:25])([CH3:24])[CH3:23])=O)=O)([CH3:25])([CH3:24])[CH3:23].O. The catalyst is CO. The product is [C:22]([O:26][C:14]([N:7]1[CH2:6][CH:5]2[CH2:13][CH:9]([C:10]3[CH:11]=[CH:12][C:2]([I:1])=[CH:3][C:4]=32)[CH2:8]1)=[O:19])([CH3:25])([CH3:24])[CH3:23]. The yield is 0.980. (3) The reactants are [F:1][C:2]1[CH:7]=[CH:6][C:5]([NH:8]/[N:9]=[CH:10]/[CH:11]=[C:12]2[C:17](=[O:18])[O:16]C(C)(C)[O:14][C:13]2=O)=[CH:4][CH:3]=1.C[O-].[Na+].Cl. The catalyst is CO. The product is [F:1][C:2]1[CH:7]=[CH:6][C:5]([N:8]2[C:13](=[O:14])[C:12]([C:17]([OH:16])=[O:18])=[CH:11][CH:10]=[N:9]2)=[CH:4][CH:3]=1. The yield is 0.870. (4) The reactants are [CH2:1]([C@@H:8]1[NH:13][CH2:12][CH2:11][N:10]([C:14]2[CH:19]=[CH:18][C:17]([O:20][CH3:21])=[C:16]([O:22][CH:23]3[CH2:25][CH2:24]3)[CH:15]=2)[CH2:9]1)[C:2]1[CH:7]=[CH:6][CH:5]=[CH:4][CH:3]=1.[CH3:26][C:27]1[NH:31][N:30]=[C:29]([CH2:32][C:33](O)=[O:34])[N:28]=1. No catalyst specified. The product is [CH2:1]([C@H:8]1[CH2:9][N:10]([C:14]2[CH:19]=[CH:18][C:17]([O:20][CH3:21])=[C:16]([O:22][CH:23]3[CH2:25][CH2:24]3)[CH:15]=2)[CH2:11][CH2:12][N:13]1[C:33](=[O:34])[CH2:32][C:29]1[NH:30][N:31]=[C:27]([CH3:26])[N:28]=1)[C:2]1[CH:3]=[CH:4][CH:5]=[CH:6][CH:7]=1. The yield is 0.400.